This data is from Full USPTO retrosynthesis dataset with 1.9M reactions from patents (1976-2016). The task is: Predict the reactants needed to synthesize the given product. (1) Given the product [CH3:1][O:2][C:3]1[CH:4]=[C:5]([C:12]([C:14]2[CH:19]=[C:18]([O:20][CH3:21])[CH:17]=[C:16]([O:22][CH3:23])[CH:15]=2)=[O:13])[CH:6]=[CH:7][C:8]=1[N+:9]([O-:11])=[O:10], predict the reactants needed to synthesize it. The reactants are: [CH3:1][O:2][C:3]1[CH:4]=[C:5]([CH:12]([C:14]2[CH:19]=[C:18]([O:20][CH3:21])[CH:17]=[C:16]([O:22][CH3:23])[CH:15]=2)[OH:13])[CH:6]=[CH:7][C:8]=1[N+:9]([O-:11])=[O:10]. (2) Given the product [CH3:32][C:2]1([CH3:1])[P:3]([C:11]2[CH:16]=[CH:15][CH:14]=[CH:13][C:12]=2[C:17]2[C:22]([CH:23]([CH3:24])[CH3:25])=[CH:21][C:20]([CH:26]([CH3:28])[CH3:27])=[CH:19][C:18]=2[CH:29]([CH3:31])[CH3:30])[C:4]([CH3:9])([CH3:10])[CH2:5][C:6]2([O:36][CH2:35][CH2:34][CH2:33][O:8]2)[CH2:7]1, predict the reactants needed to synthesize it. The reactants are: [CH3:1][C:2]1([CH3:32])[CH2:7][C:6](=[O:8])[CH2:5][C:4]([CH3:10])([CH3:9])[P:3]1[C:11]1[CH:16]=[CH:15][CH:14]=[CH:13][C:12]=1[C:17]1[C:22]([CH:23]([CH3:25])[CH3:24])=[CH:21][C:20]([CH:26]([CH3:28])[CH3:27])=[CH:19][C:18]=1[CH:29]([CH3:31])[CH3:30].[CH2:33](O)[CH2:34][CH2:35][OH:36].O.C1(C)C=CC(S(O)(=O)=O)=CC=1. (3) Given the product [C:1]([NH:5][C:6]1[C:11]([C:12]([OH:14])=[O:13])=[CH:10][N:9]=[C:8]([C:17]([F:20])([F:19])[F:18])[N:7]=1)([CH3:4])([CH3:2])[CH3:3], predict the reactants needed to synthesize it. The reactants are: [C:1]([NH:5][C:6]1[C:11]([C:12]([O:14]CC)=[O:13])=[CH:10][N:9]=[C:8]([C:17]([F:20])([F:19])[F:18])[N:7]=1)([CH3:4])([CH3:3])[CH3:2].[OH-].[Na+]. (4) Given the product [CH3:36][C:24]([C:20]1[CH:21]=[CH:22][CH:23]=[C:18]([O:17][C:4]2[CH:9]=[C:8]([C:10]([F:13])([F:12])[F:11])[CH:7]=[C:6]([N+:14]([O-:16])=[O:15])[CH:5]=2)[CH:19]=1)([CH3:35])[C:25]([O:27][CH2:28][C:29]1[CH:34]=[CH:33][CH:32]=[CH:31][CH:30]=1)=[O:26], predict the reactants needed to synthesize it. The reactants are: [N+]([C:4]1[CH:9]=[C:8]([C:10]([F:13])([F:12])[F:11])[CH:7]=[C:6]([N+:14]([O-:16])=[O:15])[CH:5]=1)([O-])=O.[OH:17][C:18]1[CH:19]=[C:20]([C:24]([CH3:36])([CH3:35])[C:25]([O:27][CH2:28][C:29]2[CH:34]=[CH:33][CH:32]=[CH:31][CH:30]=2)=[O:26])[CH:21]=[CH:22][CH:23]=1.CN(C)C=O.S([O-])([O-])(=O)=O.[K+].[K+]. (5) Given the product [C:18]([O:22][C:23]([N:25]1[CH2:30][CH2:29][CH:28]([O:31][C:32]2[CH:33]=[CH:34][C:35]([N:38]([CH2:5]/[CH:6]=[CH:7]/[C:8]3[CH:13]=[CH:12][CH:11]=[C:10]([C:14]#[N:15])[CH:9]=3)[S:39]([CH2:42][CH3:43])(=[O:41])=[O:40])=[CH:36][CH:37]=2)[CH2:27][CH2:26]1)=[O:24])([CH3:21])([CH3:20])[CH3:19], predict the reactants needed to synthesize it. The reactants are: C(=O)([O-])OCC[CH2:5]/[CH:6]=[CH:7]/[C:8]1[CH:13]=[CH:12][CH:11]=[C:10]([C:14]#[N:15])[CH:9]=1.[C:18]([O:22][C:23]([N:25]1[CH2:30][CH2:29][CH:28]([O:31][C:32]2[CH:37]=[CH:36][C:35]([NH:38][S:39]([CH2:42][CH3:43])(=[O:41])=[O:40])=[CH:34][CH:33]=2)[CH2:27][CH2:26]1)=[O:24])([CH3:21])([CH3:20])[CH3:19]. (6) Given the product [NH2:19][C:16]1[N:17]=[CH:18][C:13]([N:9]2[C:10]3[C:6](=[CH:5][C:4]([NH2:1])=[CH:12][CH:11]=3)[CH:7]=[CH:8]2)=[CH:14][CH:15]=1, predict the reactants needed to synthesize it. The reactants are: [N+:1]([C:4]1[CH:5]=[C:6]2[C:10](=[CH:11][CH:12]=1)[N:9]([C:13]1[CH:14]=[CH:15][C:16]([NH2:19])=[N:17][CH:18]=1)[CH:8]=[CH:7]2)([O-])=O.